From a dataset of Forward reaction prediction with 1.9M reactions from USPTO patents (1976-2016). Predict the product of the given reaction. (1) The product is: [F:12][C:9]1[CH:10]=[CH:11][C:6]([O:5][CH2:4][C:3]([OH:17])=[O:2])=[CH:7][C:8]=1[C:13]([F:14])([F:15])[F:16]. Given the reactants C[O:2][C:3](=[O:17])[CH2:4][O:5][C:6]1[CH:11]=[CH:10][C:9]([F:12])=[C:8]([C:13]([F:16])([F:15])[F:14])[CH:7]=1.[OH-].[Na+], predict the reaction product. (2) Given the reactants [NH:1]1[CH2:6][CH2:5][O:4][CH2:3][CH2:2]1.Cl[CH2:8][C:9]1[O:10][C:11]2[CH:17]=[CH:16][C:15]([C:18]3[C:26]4[C:21](=[CH:22][C:23]([F:27])=[CH:24][CH:25]=4)[N:20]([S:28]([C:31]4[CH:36]=[CH:35][CH:34]=[CH:33][CH:32]=4)(=[O:30])=[O:29])[CH:19]=3)=[CH:14][C:12]=2[N:13]=1, predict the reaction product. The product is: [F:27][C:23]1[CH:22]=[C:21]2[C:26]([C:18]([C:15]3[CH:16]=[CH:17][C:11]4[O:10][C:9]([CH2:8][N:1]5[CH2:6][CH2:5][O:4][CH2:3][CH2:2]5)=[N:13][C:12]=4[CH:14]=3)=[CH:19][N:20]2[S:28]([C:31]2[CH:32]=[CH:33][CH:34]=[CH:35][CH:36]=2)(=[O:30])=[O:29])=[CH:25][CH:24]=1. (3) Given the reactants Br[CH2:2][CH3:3].[O:4]1[C:12]2[C:7](=[N:8][CH:9]=[CH:10][CH:11]=2)[N:6]=[C:5]1[C:13]1[C:14]([NH2:30])=[N:15][CH:16]=[C:17]([C:19]2[CH:20]=[N:21][N:22]([CH:24]3[CH2:29][CH2:28][NH:27][CH2:26][CH2:25]3)[CH:23]=2)[CH:18]=1.C(=O)([O-])[O-].[K+].[K+], predict the reaction product. The product is: [CH2:2]([N:27]1[CH2:26][CH2:25][CH:24]([N:22]2[CH:23]=[C:19]([C:17]3[CH:18]=[C:13]([C:5]4[O:4][C:12]5[C:7]([N:6]=4)=[N:8][CH:9]=[CH:10][CH:11]=5)[C:14]([NH2:30])=[N:15][CH:16]=3)[CH:20]=[N:21]2)[CH2:29][CH2:28]1)[CH3:3]. (4) Given the reactants [CH3:1][CH:2]([CH3:8])[C:3](=O)[CH2:4][C:5]#[N:6].Cl.[CH3:10][O:11][C:12]1[CH:17]=[CH:16][C:15]([NH:18][NH2:19])=[CH:14][CH:13]=1, predict the reaction product. The product is: [CH:2]([C:3]1[CH:4]=[C:5]([NH2:6])[N:18]([C:15]2[CH:16]=[CH:17][C:12]([O:11][CH3:10])=[CH:13][CH:14]=2)[N:19]=1)([CH3:8])[CH3:1]. (5) The product is: [CH3:15][O:16][C:17]1[CH:18]=[C:19]2[C:24](=[CH:25][C:26]=1[O:27][CH3:28])[N:23]=[CH:22][N:21]=[C:20]2[N:29]1[CH2:30][CH2:31][N:32]([C:38]([NH:11][C:3]2[CH:4]=[N:5][CH:6]=[CH:7][CH:8]=2)=[O:37])[CH2:33][CH2:34]1. Given the reactants Cl.C(Cl)(=O)[C:3]1[CH:8]=[CH:7][CH:6]=[N:5][CH:4]=1.[N-:11]=[N+]=[N-].[Na+].[CH3:15][O:16][C:17]1[CH:18]=[C:19]2[C:24](=[CH:25][C:26]=1[O:27][CH3:28])[N:23]=[CH:22][N:21]=[C:20]2[N:29]1[CH2:34][CH2:33][NH:32][CH2:31][CH2:30]1.C([O:37][CH2:38]C)C, predict the reaction product. (6) Given the reactants C([N:4]1[CH:8]=[CH:7][N:6]=[C:5]1[C:9]1[S:13][C:12]([C:14]2[CH:19]=[CH:18][N:17]=[CH:16][CH:15]=2)=[N:11][C:10]=1[CH2:20][C:21]1[CH:26]=[CH:25][C:24]([Cl:27])=[CH:23][CH:22]=1)C=C.C(O)(=O)C.C1([SiH3])C=CC=CC=1, predict the reaction product. The product is: [ClH:27].[Cl:27][C:24]1[CH:25]=[CH:26][C:21]([CH2:20][C:10]2[N:11]=[C:12]([C:14]3[CH:19]=[CH:18][N:17]=[CH:16][CH:15]=3)[S:13][C:9]=2[C:5]2[NH:4][CH:8]=[CH:7][N:6]=2)=[CH:22][CH:23]=1. (7) The product is: [CH3:1][C:2]([C:5]1[CH:9]=[C:8]([C:10]([NH:15][C:16]2[CH:17]=[C:18]([CH:24]=[CH:25][CH:26]=2)[C:19]([O:21][CH2:22][CH3:23])=[O:20])=[O:11])[N:7]([CH2:13][CH3:14])[N:6]=1)([CH3:4])[CH3:3]. Given the reactants [CH3:1][C:2]([C:5]1[CH:9]=[C:8]([C:10](Cl)=[O:11])[N:7]([CH2:13][CH3:14])[N:6]=1)([CH3:4])[CH3:3].[NH2:15][C:16]1[CH:17]=[C:18]([CH:24]=[CH:25][CH:26]=1)[C:19]([O:21][CH2:22][CH3:23])=[O:20].C(N(CC)CC)C, predict the reaction product. (8) Given the reactants [CH:1]([Mg]Br)=[CH2:2].[CH3:5][O:6][C:7]1[CH:8]=[C:9]([CH:12]=[C:13]([O:15][CH3:16])[CH:14]=1)[CH2:10]Br, predict the reaction product. The product is: [CH2:10]([C:9]1[CH:8]=[C:7]([O:6][CH3:5])[CH:14]=[C:13]([O:15][CH3:16])[CH:12]=1)[CH:1]=[CH2:2]. (9) Given the reactants [Cl:1][C:2]1[CH:3]=[C:4]2[O:8][C:7]([C:9]3[CH:14]=[CH:13][CH:12]=[CH:11][CH:10]=3)=[N:6][C:5]2=[C:15]([C:17]([OH:19])=O)[CH:16]=1.[NH2:20][CH:21]1[CH2:27][CH:26]2[N:28]([CH3:29])[CH:23]([CH2:24][CH2:25]2)[CH2:22]1, predict the reaction product. The product is: [CH3:29][N:28]1[CH:23]2[CH2:24][CH2:25][CH:26]1[CH2:27][CH:21]([NH:20][C:17]([C:15]1[CH:16]=[C:2]([Cl:1])[CH:3]=[C:4]3[O:8][C:7]([C:9]4[CH:10]=[CH:11][CH:12]=[CH:13][CH:14]=4)=[N:6][C:5]=13)=[O:19])[CH2:22]2.